Dataset: Full USPTO retrosynthesis dataset with 1.9M reactions from patents (1976-2016). Task: Predict the reactants needed to synthesize the given product. (1) Given the product [Br:1][C:2]1[N:7]2[CH:10]=[C:11]([CH3:13])[N:8]=[C:6]2[CH:5]=[CH:4][CH:3]=1, predict the reactants needed to synthesize it. The reactants are: [Br:1][C:2]1[N:7]=[C:6]([NH2:8])[CH:5]=[CH:4][CH:3]=1.Cl[CH2:10][C:11]([CH3:13])=O. (2) Given the product [NH:22]([C:7]([N:4]1[CH2:5][CH2:6][N:1]([C:14]([O:16][C:17]([CH3:20])([CH3:19])[CH3:18])=[O:15])[CH2:2][CH2:3]1)=[O:8])[NH2:23], predict the reactants needed to synthesize it. The reactants are: [N:1]1([C:14]([O:16][C:17]([CH3:20])([CH3:19])[CH3:18])=[O:15])[CH2:6][CH2:5][N:4]([C:7](OC(Cl)(Cl)Cl)=[O:8])[CH2:3][CH2:2]1.O.[NH2:22][NH2:23].CCOC(C)=O. (3) Given the product [O:3]=[C:4]1[C:13]([CH:14]2[CH2:19][CH2:18][N:17]([C:20]([O:22][C@@H:23]([C:41]([OH:43])=[O:42])[CH2:24][C:25]3[CH:26]=[C:27]([CH3:40])[C:28]([O:32][CH2:33][C:34]4[CH:39]=[CH:38][CH:37]=[CH:36][CH:35]=4)=[C:29]([CH3:31])[CH:30]=3)=[O:21])[CH2:16][CH2:15]2)=[CH:12][C:11]2[C:6](=[CH:7][CH:8]=[CH:9][CH:10]=2)[NH:5]1, predict the reactants needed to synthesize it. The reactants are: [Li+].[OH-].[O:3]=[C:4]1[C:13]([CH:14]2[CH2:19][CH2:18][N:17]([C:20]([O:22][C@@H:23]([C:41]([O:43]C)=[O:42])[CH2:24][C:25]3[CH:30]=[C:29]([CH3:31])[C:28]([O:32][CH2:33][C:34]4[CH:39]=[CH:38][CH:37]=[CH:36][CH:35]=4)=[C:27]([CH3:40])[CH:26]=3)=[O:21])[CH2:16][CH2:15]2)=[CH:12][C:11]2[C:6](=[CH:7][CH:8]=[CH:9][CH:10]=2)[NH:5]1.